Predict the product of the given reaction. From a dataset of Forward reaction prediction with 1.9M reactions from USPTO patents (1976-2016). (1) Given the reactants C([O:3][C:4]([C:6]1[C:7]([NH:26][CH3:27])=[N:8][C:9]2[C:14]([C:15]=1[CH2:16][C:17]1[CH:22]=[CH:21][CH:20]=[CH:19][C:18]=1[Cl:23])=[CH:13][C:12]([Cl:24])=[CH:11][C:10]=2[F:25])=[O:5])C.[OH-].[Na+], predict the reaction product. The product is: [Cl:24][C:12]1[CH:13]=[C:14]2[C:9](=[C:10]([F:25])[CH:11]=1)[N:8]=[C:7]([NH:26][CH3:27])[C:6]([C:4]([OH:5])=[O:3])=[C:15]2[CH2:16][C:17]1[CH:22]=[CH:21][CH:20]=[CH:19][C:18]=1[Cl:23]. (2) Given the reactants Br[CH2:2][CH2:3][CH2:4][N:5]1[C:9](=[O:10])[C:8]2=[CH:11][CH:12]=[CH:13][CH:14]=[C:7]2[C:6]1=[O:15].[NH:16]1[CH:20]=[CH:19][N:18]=[CH:17]1.C(=O)([O-])[O-].[K+].[K+], predict the reaction product. The product is: [N:16]1([CH2:2][CH2:3][CH2:4][N:5]2[C:9](=[O:10])[C:8]3[C:7](=[CH:14][CH:13]=[CH:12][CH:11]=3)[C:6]2=[O:15])[CH:20]=[CH:19][N:18]=[CH:17]1. (3) Given the reactants F[C:2]1[CH:7]=[CH:6][C:5]([N+:8]([O-:10])=[O:9])=[CH:4][CH:3]=1.[NH:11]1[CH2:15][CH2:14][CH2:13][CH2:12]1.C(N(CC)CC)C, predict the reaction product. The product is: [N+:8]([C:5]1[CH:6]=[CH:7][C:2]([N:11]2[CH2:15][CH2:14][CH2:13][CH2:12]2)=[CH:3][CH:4]=1)([O-:10])=[O:9]. (4) Given the reactants F[C:2]1[CH:9]=[CH:8][C:5]([CH:6]=[O:7])=[C:4]([N+:10]([O-:12])=[O:11])[CH:3]=1.[CH3:13][O:14][CH2:15][CH2:16][N:17]1[CH2:22][CH2:21][NH:20][CH2:19][CH2:18]1.CS(C)=O, predict the reaction product. The product is: [CH3:13][O:14][CH2:15][CH2:16][N:17]1[CH2:22][CH2:21][N:20]([C:2]2[CH:9]=[CH:8][C:5]([CH:6]=[O:7])=[C:4]([N+:10]([O-:12])=[O:11])[CH:3]=2)[CH2:19][CH2:18]1. (5) Given the reactants [F:1][C:2]1[CH:10]=[C:9]2[C:5]([C:6]([C:11]([O:13][CH3:14])=[O:12])=[N:7][NH:8]2)=[CH:4][CH:3]=1.[Br:15][C:16]1[CH:17]=[C:18](B(O)O)[CH:19]=[CH:20][CH:21]=1, predict the reaction product. The product is: [Br:15][C:16]1[CH:21]=[C:20]([N:8]2[C:9]3[C:5](=[CH:4][CH:3]=[C:2]([F:1])[CH:10]=3)[C:6]([C:11]([O:13][CH3:14])=[O:12])=[N:7]2)[CH:19]=[CH:18][CH:17]=1. (6) Given the reactants [F:1][C:2]1[CH:7]=[CH:6][C:5]([C:8]2[NH:12][N:11]=[CH:10][C:9]=2[C:13]2[CH:18]=[CH:17][N:16]=[C:15]([NH:19][C:20]3[CH:25]=[CH:24][CH:23]=[C:22]([C:26](OC)=[O:27])[CH:21]=3)[N:14]=2)=[CH:4][CH:3]=1.[Cl-].[NH4+], predict the reaction product. The product is: [F:1][C:2]1[CH:3]=[CH:4][C:5]([C:8]2[NH:12][N:11]=[CH:10][C:9]=2[C:13]2[CH:18]=[CH:17][N:16]=[C:15]([NH:19][C:20]3[CH:25]=[CH:24][CH:23]=[C:22]([CH2:26][OH:27])[CH:21]=3)[N:14]=2)=[CH:6][CH:7]=1.